Predict the product of the given reaction. From a dataset of Forward reaction prediction with 1.9M reactions from USPTO patents (1976-2016). Given the reactants [Br:1][C:2]1[CH:7]=[CH:6][C:5]([C:8]([N:10]2[CH2:15][CH2:14][O:13][CH2:12][CH2:11]2)=[O:9])=[C:4]([CH2:16]O)[CH:3]=1.[C:18]1(=[O:28])[NH:22][C:21](=[O:23])[C:20]2=[CH:24][CH:25]=[CH:26][CH:27]=[C:19]12.C1(P(C2C=CC=CC=2)C2C=CC=CC=2)C=CC=CC=1.CCOC(/N=N/C(OCC)=O)=O, predict the reaction product. The product is: [Br:1][C:2]1[CH:7]=[CH:6][C:5]([C:8]([N:10]2[CH2:11][CH2:12][O:13][CH2:14][CH2:15]2)=[O:9])=[C:4]([CH:3]=1)[CH2:16][N:22]1[C:18](=[O:28])[C:19]2[C:20](=[CH:24][CH:25]=[CH:26][CH:27]=2)[C:21]1=[O:23].